From a dataset of Full USPTO retrosynthesis dataset with 1.9M reactions from patents (1976-2016). Predict the reactants needed to synthesize the given product. Given the product [CH:1]1[C:10]2[C:5](=[CH:6][CH:7]=[CH:8][CH:9]=2)[CH:4]=[CH:3][C:2]=1[CH2:11][CH:12]1[C:19]2[CH:18]=[C:17]([C:20]([OH:22])=[O:21])[NH:16][C:15]=2[CH2:14][CH2:13]1, predict the reactants needed to synthesize it. The reactants are: [CH:1]1[C:10]2[C:5](=[CH:6][CH:7]=[CH:8][CH:9]=2)[CH:4]=[CH:3][C:2]=1[CH2:11][CH:12]1[C:19]2[CH:18]=[C:17]([C:20]([O:22]C)=[O:21])[NH:16][C:15]=2[CH2:14][CH2:13]1.[OH-].[Li+].CO.